From a dataset of Forward reaction prediction with 1.9M reactions from USPTO patents (1976-2016). Predict the product of the given reaction. (1) Given the reactants [CH2:1]([O:3][C:4](=[O:30])[CH:5]=[CH:6][C@@H:7]([CH3:29])[C@@H:8]([O:21][Si:22]([C:25]([CH3:28])([CH3:27])[CH3:26])([CH3:24])[CH3:23])[CH2:9][C@H:10]([O:13][Si:14]([C:17]([CH3:20])([CH3:19])[CH3:18])([CH3:16])[CH3:15])[CH2:11][OH:12])[CH3:2].CC(OI1(OC(C)=O)(OC(C)=O)OC(=O)C2C=CC=CC1=2)=O, predict the reaction product. The product is: [CH2:1]([O:3][C:4](=[O:30])[CH:5]=[CH:6][C@@H:7]([CH3:29])[C@@H:8]([O:21][Si:22]([C:25]([CH3:28])([CH3:27])[CH3:26])([CH3:24])[CH3:23])[CH2:9][C@H:10]([O:13][Si:14]([C:17]([CH3:20])([CH3:18])[CH3:19])([CH3:16])[CH3:15])[CH:11]=[O:12])[CH3:2]. (2) The product is: [Cl:12][C:7]1[N:6]=[C:5]([C:3]([OH:4])=[O:2])[CH:10]=[C:9]([CH3:11])[N:8]=1. Given the reactants C[O:2][C:3]([C:5]1[CH:10]=[C:9]([CH3:11])[N:8]=[C:7]([Cl:12])[N:6]=1)=[O:4].[OH-].[Na+].Cl, predict the reaction product. (3) Given the reactants [CH3:1][O:2][C:3]1[N:8]=[C:7](/[CH:9]=[CH:10]/[C:11]2[N:29]=[C:14]3[C@H:15]([C:19]4[CH:24]=[CH:23][CH:22]=[CH:21][C:20]=4[C:25]([F:28])([F:27])[F:26])[CH2:16][CH2:17][CH2:18][N:13]3[N:12]=2)[CH:6]=[CH:5][C:4]=1[N:30]1[CH:34]=[C:33]([CH3:35])[N:32]=[CH:31]1.CC(C)(C)C(O[C@@H]([C@H](OC(=O)C(C)(C)C)C(O)=O)C(O)=O)=O.Cl, predict the reaction product. The product is: [CH3:1][O:2][C:3]1[N:8]=[C:7](/[CH:9]=[CH:10]/[C:11]2[N:29]=[C:14]3[C@H:15]([C:19]4[CH:24]=[CH:23][CH:22]=[CH:21][C:20]=4[C:25]([F:28])([F:27])[F:26])[CH2:16][CH2:17][CH2:18][N:13]3[N:12]=2)[CH:6]=[CH:5][C:4]=1[N:30]1[CH:34]=[C:33]([CH3:35])[N:32]=[CH:31]1. (4) Given the reactants [CH3:1][O:2][C:3](=[O:30])[C:4]1[CH:9]=[CH:8][C:7]([CH:10]=[CH:11][CH:12]([C:18]2[CH:27]=[C:26]3[C:21]([C:22]([CH3:29])([CH3:28])[CH2:23][CH2:24][NH:25]3)=[CH:20][CH:19]=2)[CH2:13][CH2:14][CH2:15][CH2:16][CH3:17])=[CH:6][CH:5]=1.[CH3:31][Si]([N-][Si](C)(C)C)(C)C.[Li+].CI, predict the reaction product. The product is: [CH3:1][O:2][C:3](=[O:30])[C:4]1[CH:5]=[CH:6][C:7]([CH:10]=[CH:11][CH:12]([C:18]2[CH:27]=[C:26]3[C:21]([C:22]([CH3:29])([CH3:28])[CH2:23][CH2:24][N:25]3[CH3:31])=[CH:20][CH:19]=2)[CH2:13][CH2:14][CH2:15][CH2:16][CH3:17])=[CH:8][CH:9]=1. (5) The product is: [CH2:17]([NH:24][C:13]1[CH:12]=[C:11]([CH3:16])[N:10]=[C:9]([NH2:8])[N:14]=1)[C:18]1[CH:23]=[CH:22][CH:21]=[CH:20][CH:19]=1. Given the reactants C(N(CC)CC)C.[NH2:8][C:9]1[N:14]=[C:13](Cl)[CH:12]=[C:11]([CH3:16])[N:10]=1.[CH2:17]([NH2:24])[C:18]1[CH:23]=[CH:22][CH:21]=[CH:20][CH:19]=1, predict the reaction product. (6) The product is: [CH3:40][C:36]([N:33]1[CH2:34][CH2:35][N:30]([CH2:29][C:27]2[S:28][C:8]3[C:7]([N:1]4[CH2:2][CH2:3][O:4][CH2:5][CH2:6]4)=[N:12][C:11]([C:43]4[C:48]([CH3:49])=[N:47][CH:46]=[C:45]5[NH:50][CH:51]=[CH:52][C:44]=45)=[N:10][C:9]=3[CH:26]=2)[CH2:31][CH2:32]1)([CH3:41])[C:37]([NH2:39])=[O:38]. Given the reactants [N:1]1([C:7]2[C:8]3[S:28][C:27]([CH2:29][N:30]4[CH2:35][CH2:34][N:33]([C:36]([CH3:41])([CH3:40])[C:37]([NH2:39])=[O:38])[CH2:32][CH2:31]4)=[CH:26][C:9]=3[N:10]=[C:11]([Sn](CCCC)(CCCC)CCCC)[N:12]=2)[CH2:6][CH2:5][O:4][CH2:3][CH2:2]1.Br[C:43]1[C:48]([CH3:49])=[N:47][CH:46]=[C:45]2[NH:50][CH:51]=[CH:52][C:44]=12, predict the reaction product.